This data is from Full USPTO retrosynthesis dataset with 1.9M reactions from patents (1976-2016). The task is: Predict the reactants needed to synthesize the given product. (1) Given the product [F:19][C:16]([F:17])([F:18])[C:14]1[N:15]=[C:11]([C:8]2([NH2:7])[CH2:10][CH2:9]2)[NH:12][CH:13]=1.[C:21]([OH:27])([C:23]([F:26])([F:25])[F:24])=[O:22], predict the reactants needed to synthesize it. The reactants are: C(OC(=O)[NH:7][C:8]1([C:11]2[NH:12][CH:13]=[C:14]([C:16]([F:19])([F:18])[F:17])[N:15]=2)[CH2:10][CH2:9]1)(C)(C)C.[C:21]([OH:27])([C:23]([F:26])([F:25])[F:24])=[O:22]. (2) Given the product [F:22][C:19]1[CH:20]=[CH:21][C:16]([C@:13]2([CH2:23][CH2:24][CH2:25][NH:26][S:27]([CH3:30])(=[O:29])=[O:28])[O:12][C:11](=[O:31])[N:10]([C@H:8]([C:5]3[CH:6]=[CH:7][C:2]([C:37]4[CH:38]=[N:39][C:34]([O:33][CH3:32])=[CH:35][CH:36]=4)=[CH:3][CH:4]=3)[CH3:9])[CH2:15][CH2:14]2)=[CH:17][CH:18]=1, predict the reactants needed to synthesize it. The reactants are: Br[C:2]1[CH:7]=[CH:6][C:5]([C@@H:8]([N:10]2[CH2:15][CH2:14][C@:13]([CH2:23][CH2:24][CH2:25][NH:26][S:27]([CH3:30])(=[O:29])=[O:28])([C:16]3[CH:21]=[CH:20][C:19]([F:22])=[CH:18][CH:17]=3)[O:12][C:11]2=[O:31])[CH3:9])=[CH:4][CH:3]=1.[CH3:32][O:33][C:34]1[N:39]=[CH:38][C:37](B(O)O)=[CH:36][CH:35]=1. (3) Given the product [CH3:35][C:10]1([CH2:9][OH:8])[S:16][CH2:15][CH2:14][N:13]2[C:17]([C:20]3([C:23]4[CH:24]=[CH:25][C:26]([C:29]5[N:33]([CH3:34])[N:32]=[CH:31][CH:30]=5)=[CH:27][CH:28]=4)[CH2:22][CH2:21]3)=[N:18][N:19]=[C:12]2[CH2:11]1, predict the reactants needed to synthesize it. The reactants are: [Si]([O:8][CH2:9][C:10]1([CH3:35])[S:16][CH2:15][CH2:14][N:13]2[C:17]([C:20]3([C:23]4[CH:28]=[CH:27][C:26]([C:29]5[N:33]([CH3:34])[N:32]=[CH:31][CH:30]=5)=[CH:25][CH:24]=4)[CH2:22][CH2:21]3)=[N:18][N:19]=[C:12]2[CH2:11]1)(C(C)(C)C)(C)C.Cl. (4) Given the product [N+:13]([C:4]([N+:1]([O-:3])=[O:2])([N+:10]([O-:12])=[O:11])[C:5]1[N:6]=[N:7][N:8]([B-:16]([N:7]2[N:8]=[N:9][C:5]([C:4]([N+:1]([O-:3])=[O:2])([N+:10]([O-:12])=[O:11])[N+:13]([O-:15])=[O:14])=[N:6]2)([N:7]2[N:8]=[N:9][C:5]([C:4]([N+:1]([O-:3])=[O:2])([N+:10]([O-:12])=[O:11])[N+:13]([O-:15])=[O:14])=[N:6]2)[N:7]2[N:8]=[N:9][C:5]([C:4]([N+:1]([O-:3])=[O:2])([N+:10]([O-:12])=[O:11])[N+:13]([O-:15])=[O:14])=[N:6]2)[N:9]=1)([O-:15])=[O:14].[Na+:17], predict the reactants needed to synthesize it. The reactants are: [N+:1]([C:4]([N+:13]([O-:15])=[O:14])([N+:10]([O-:12])=[O:11])[C:5]1[N:6]=[N:7][NH:8][N:9]=1)([O-:3])=[O:2].[BH4-:16].[Na+:17].[H][H].